This data is from Forward reaction prediction with 1.9M reactions from USPTO patents (1976-2016). The task is: Predict the product of the given reaction. (1) Given the reactants [F:1][C:2]([F:15])([F:14])[C:3]([C:5]1[C:13]2[C:8](=[N:9][CH:10]=[CH:11][CH:12]=2)[NH:7][CH:6]=1)=[O:4].C([O-])([O-])=O.[Cs+].[Cs+].[Cl:22][CH2:23][CH2:24][CH2:25]I, predict the reaction product. The product is: [Cl:22][CH2:23][CH2:24][CH2:25][N:7]1[C:8]2=[N:9][CH:10]=[CH:11][CH:12]=[C:13]2[C:5]([C:3](=[O:4])[C:2]([F:1])([F:14])[F:15])=[CH:6]1. (2) Given the reactants [ClH:1].C([NH:4][CH2:5][C:6]([C:8]1[CH:13]=[CH:12][C:11]([OH:14])=[CH:10][CH:9]=1)=[O:7])C.[CH:15](N)(C)[CH3:16].C(N)C, predict the reaction product. The product is: [ClH:1].[CH2:15]([CH:5]([NH2:4])[C:6]([C:8]1[CH:9]=[CH:10][C:11]([OH:14])=[CH:12][CH:13]=1)=[O:7])[CH3:16].